From a dataset of Forward reaction prediction with 1.9M reactions from USPTO patents (1976-2016). Predict the product of the given reaction. (1) Given the reactants Cl.[NH2:2][C:3]1[CH:8]=[CH:7][C:6]([C:9]([C:11]2[C:12]([F:26])=[C:13]([C:19]3[CH:24]=[CH:23][CH:22]=[C:21]([Cl:25])[CH:20]=3)[C:14]([O:17][CH3:18])=[CH:15][CH:16]=2)=[O:10])=[CH:5][CH:4]=1.[N-:27]=[N+:28]=[N-:29].[Na+].[CH3:31]OC(OC)OC.[OH-].[NH4+], predict the reaction product. The product is: [Cl:25][C:21]1[CH:20]=[C:19]([C:13]2[C:14]([O:17][CH3:18])=[CH:15][CH:16]=[C:11]([C:9]([C:6]3[CH:7]=[CH:8][C:3]([N:2]4[CH:31]=[N:29][N:28]=[N:27]4)=[CH:4][CH:5]=3)=[O:10])[C:12]=2[F:26])[CH:24]=[CH:23][CH:22]=1. (2) Given the reactants [CH3:1][CH:2]([CH3:33])[C:3]([NH:5][C:6]1[CH:11]=[CH:10][CH:9]=[C:8]([CH:12]2[CH2:17][CH2:16][N:15]([CH2:18][CH2:19][CH2:20][CH2:21][C:22]([C:24]3[CH:29]=[CH:28][CH:27]=[C:26]([N+:30]([O-:32])=[O:31])[CH:25]=3)=O)[CH2:14][CH2:13]2)[CH:7]=1)=[O:4].[C:34]1([NH:40]N)[CH:39]=[CH:38][CH:37]=[CH:36][CH:35]=1, predict the reaction product. The product is: [CH3:1][CH:2]([CH3:33])[C:3]([NH:5][C:6]1[CH:11]=[CH:10][CH:9]=[C:8]([CH:12]2[CH2:17][CH2:16][N:15]([CH2:18][CH2:19][CH2:20][C:21]3[C:39]4[C:34](=[CH:35][CH:36]=[CH:37][CH:38]=4)[NH:40][C:22]=3[C:24]3[CH:29]=[CH:28][CH:27]=[C:26]([N+:30]([O-:32])=[O:31])[CH:25]=3)[CH2:14][CH2:13]2)[CH:7]=1)=[O:4]. (3) Given the reactants Cl.C(OC([N:9]([CH2:33][CH:34]1[CH2:39][CH2:38][N:37](C(OC(C)(C)C)=O)[CH2:36][CH2:35]1)[CH2:10][CH2:11][C:12]1[CH:17]=[C:16]([O:18][CH3:19])[C:15]([NH:20][C:21]([NH:23][C:24]2[CH:29]=[N:28][C:27]([C:30]#[N:31])=[CH:26][N:25]=2)=[O:22])=[CH:14][C:13]=1[Cl:32])=O)(C)(C)C, predict the reaction product. The product is: [ClH:32].[Cl:32][C:13]1[C:12]([CH2:11][CH2:10][NH:9][CH2:33][CH:34]2[CH2:35][CH2:36][NH:37][CH2:38][CH2:39]2)=[CH:17][C:16]([O:18][CH3:19])=[C:15]([NH:20][C:21]([NH:23][C:24]2[CH:29]=[N:28][C:27]([C:30]#[N:31])=[CH:26][N:25]=2)=[O:22])[CH:14]=1. (4) Given the reactants [NH2:1][C:2]1[C:7]2[C:8]([C:11]3[CH:16]=[CH:15][C:14]([NH:17][C:18]([C:20]4[N:21]([CH3:29])[C:22]5[C:27]([CH:28]=4)=[CH:26][CH:25]=[CH:24][CH:23]=5)=[O:19])=[C:13]([O:30][CH3:31])[CH:12]=3)=[CH:9][S:10][C:6]=2[C:5]([C:32]2O[C:34](C=O)=[CH:35][CH:36]=2)=[CH:4][N:3]=1.C([NH:41]CC)C, predict the reaction product. The product is: [NH2:1][C:2]1[C:7]2[C:8]([C:11]3[CH:16]=[CH:15][C:14]([NH:17][C:18]([C:20]4[N:21]([CH3:29])[C:22]5[C:27]([CH:28]=4)=[CH:26][CH:25]=[CH:24][CH:23]=5)=[O:19])=[C:13]([O:30][CH3:31])[CH:12]=3)=[CH:9][S:10][C:6]=2[C:5]([C:32]2[NH:41][CH:34]=[CH:35][CH:36]=2)=[CH:4][N:3]=1.